This data is from Full USPTO retrosynthesis dataset with 1.9M reactions from patents (1976-2016). The task is: Predict the reactants needed to synthesize the given product. The reactants are: O[C:2]1[CH:7]=[CH:6][NH:5][C:4](=[O:8])[CH:3]=1.[F:9][C:10]1[CH:15]=[CH:14][C:13]([NH:16]N)=[CH:12][CH:11]=1. Given the product [F:9][C:10]1[CH:15]=[CH:14][C:13]2[NH:16][C:2]3[CH:7]=[CH:6][NH:5][C:4](=[O:8])[C:3]=3[C:12]=2[CH:11]=1, predict the reactants needed to synthesize it.